From a dataset of Catalyst prediction with 721,799 reactions and 888 catalyst types from USPTO. Predict which catalyst facilitates the given reaction. Reactant: [CH3:1][O:2][C:3](=[O:15])[C:4]1[CH:9]=[C:8]([N+:10]([O-:12])=[O:11])[C:7](F)=[CH:6][C:5]=1[F:14].CCN(C(C)C)C(C)C.Cl.Cl.[CH2:27]([N:34]1[CH:39]2[CH2:40][CH2:41][CH:35]1[CH2:36][CH:37]([NH2:42])[CH2:38]2)[C:28]1[CH:33]=[CH:32][CH:31]=[CH:30][CH:29]=1. Product: [CH2:27]([N:34]1[CH:35]2[CH2:41][CH2:40][CH:39]1[CH2:38][CH:37]([NH:42][C:7]1[C:8]([N+:10]([O-:12])=[O:11])=[CH:9][C:4]([C:3]([O:2][CH3:1])=[O:15])=[C:5]([F:14])[CH:6]=1)[CH2:36]2)[C:28]1[CH:29]=[CH:30][CH:31]=[CH:32][CH:33]=1. The catalyst class is: 85.